This data is from Full USPTO retrosynthesis dataset with 1.9M reactions from patents (1976-2016). The task is: Predict the reactants needed to synthesize the given product. (1) Given the product [C:1]([O:5][C:6](=[O:27])[C:7]([NH:10][C:11]1[CH:16]=[CH:15][CH:14]=[C:13]([CH2:17][CH2:18][N:19]([CH2:20][CH2:21][CH2:22][CH2:23][CH2:24][CH2:25][CH3:26])[C:37]([NH:36][C:30]2[CH:31]=[CH:32][C:33]([F:35])=[CH:34][C:29]=2[F:28])=[O:38])[CH:12]=1)([CH3:9])[CH3:8])([CH3:4])([CH3:3])[CH3:2], predict the reactants needed to synthesize it. The reactants are: [C:1]([O:5][C:6](=[O:27])[C:7]([NH:10][C:11]1[CH:16]=[CH:15][CH:14]=[C:13]([CH2:17][CH2:18][NH:19][CH2:20][CH2:21][CH2:22][CH2:23][CH2:24][CH2:25][CH3:26])[CH:12]=1)([CH3:9])[CH3:8])([CH3:4])([CH3:3])[CH3:2].[F:28][C:29]1[CH:34]=[C:33]([F:35])[CH:32]=[CH:31][C:30]=1[N:36]=[C:37]=[O:38].C(N(CC)C(C)C)(C)C. (2) Given the product [CH3:1][O:2][C:3](=[O:26])[CH2:4][CH:5]1[CH2:6][CH2:7][CH:8]([C:11]2[CH:16]=[CH:15][C:14]([C:17]3[C:22]([O:23][CH3:24])=[CH:21][C:20]([NH:25][C:27]4[CH:32]=[CH:31][CH:30]=[CH:29][CH:28]=4)=[CH:19][N:18]=3)=[CH:13][CH:12]=2)[CH2:9][CH2:10]1, predict the reactants needed to synthesize it. The reactants are: [CH3:1][O:2][C:3](=[O:26])[CH2:4][CH:5]1[CH2:10][CH2:9][CH:8]([C:11]2[CH:16]=[CH:15][C:14]([C:17]3[C:22]([O:23][CH3:24])=[CH:21][C:20]([NH2:25])=[CH:19][N:18]=3)=[CH:13][CH:12]=2)[CH2:7][CH2:6]1.[C:27]1(B(O)O)[CH:32]=[CH:31][CH:30]=[CH:29][CH:28]=1.N1C=CC=CC=1. (3) Given the product [Cl:22][C:16]1[CH:17]=[C:18]([Cl:21])[CH:19]=[CH:20][C:15]=1[C:13]1[N:14]=[C:10](/[CH:9]=[CH:8]/[C:5]2[CH:6]=[CH:7][C:2]([C:29]#[C:28][CH2:27][CH2:26][C:25]([OH:30])=[O:24])=[CH:3][CH:4]=2)[NH:11][CH:12]=1, predict the reactants needed to synthesize it. The reactants are: Br[C:2]1[CH:7]=[CH:6][C:5](/[CH:8]=[CH:9]/[C:10]2[NH:11][CH:12]=[C:13]([C:15]3[CH:20]=[CH:19][C:18]([Cl:21])=[CH:17][C:16]=3[Cl:22])[N:14]=2)=[CH:4][CH:3]=1.C[O:24][C:25](=[O:30])[CH2:26][CH2:27][C:28]#[CH:29].